Dataset: Peptide-MHC class II binding affinity with 134,281 pairs from IEDB. Task: Regression. Given a peptide amino acid sequence and an MHC pseudo amino acid sequence, predict their binding affinity value. This is MHC class II binding data. (1) The peptide sequence is TDAATLAQEAGNFER. The MHC is HLA-DPA10201-DPB10101 with pseudo-sequence HLA-DPA10201-DPB10101. The binding affinity (normalized) is 0.0153. (2) The peptide sequence is DEVFAILNLSIDS. The MHC is DRB4_0101 with pseudo-sequence DRB4_0103. The binding affinity (normalized) is 0.216. (3) The peptide sequence is FIFGEARSLYLNTEL. The MHC is HLA-DPA10103-DPB10401 with pseudo-sequence HLA-DPA10103-DPB10401. The binding affinity (normalized) is 0.435. (4) The peptide sequence is GSHLVEALYLVCGER. The binding affinity (normalized) is 0.169. The MHC is DRB1_1302 with pseudo-sequence DRB1_1302.